Task: Predict the product of the given reaction.. Dataset: Forward reaction prediction with 1.9M reactions from USPTO patents (1976-2016) (1) Given the reactants CC1C=CC(S([O:11][CH2:12][C:13]2[CH:18]=[CH:17][CH:16]=[C:15]([Br:19])[N:14]=2)(=O)=O)=CC=1.[NH:20]1[CH:24]=[CH:23][N:22]=[C:21]1[C:25]1[CH:26]=[CH:27][C:28]([CH3:41])=[C:29]([NH:31][C:32](=[O:40])[C:33]2[CH:38]=[CH:37][C:36](O)=[CH:35][CH:34]=2)[CH:30]=1.C([O-])([O-])=O.[K+].[K+], predict the reaction product. The product is: [NH:20]1[CH:24]=[CH:23][N:22]=[C:21]1[C:25]1[CH:26]=[CH:27][C:28]([CH3:41])=[C:29]([NH:31][C:32](=[O:40])[C:33]2[CH:38]=[CH:37][C:36]([O:11][CH2:12][C:13]3[CH:18]=[CH:17][CH:16]=[C:15]([Br:19])[N:14]=3)=[CH:35][CH:34]=2)[CH:30]=1. (2) Given the reactants Br[CH2:2][CH2:3][OH:4].[Cl:5][C:6]1[CH:33]=[CH:32][C:9]([C:10]([NH:12][CH2:13][CH:14]2[CH2:19][CH2:18][N:17]([CH2:20][C:21]3[O:25][N:24]=[C:23]([C:26]4[CH:31]=[CH:30][CH:29]=[CH:28][CH:27]=4)[CH:22]=3)[CH2:16][CH2:15]2)=[O:11])=[CH:8][C:7]=1[OH:34].C(=O)([O-])[O-].[K+].[K+].Cl, predict the reaction product. The product is: [Cl:5][C:6]1[CH:33]=[CH:32][C:9]([C:10]([NH:12][CH2:13][CH:14]2[CH2:19][CH2:18][N:17]([CH2:20][C:21]3[O:25][N:24]=[C:23]([C:26]4[CH:27]=[CH:28][CH:29]=[CH:30][CH:31]=4)[CH:22]=3)[CH2:16][CH2:15]2)=[O:11])=[CH:8][C:7]=1[O:34][CH2:2][CH2:3][OH:4]. (3) The product is: [Br:19][C:20]1[CH:21]=[C:22]([C:26]#[C:27][C:9]2[CH:18]=[CH:17][C:12]3[O:13][CH2:14][CH2:15][O:16][C:11]=3[CH:10]=2)[CH:23]=[CH:24][CH:25]=1. Given the reactants C(N(CC)CC)C.I[C:9]1[CH:18]=[CH:17][C:12]2[O:13][CH2:14][CH2:15][O:16][C:11]=2[CH:10]=1.[Br:19][C:20]1[CH:21]=[C:22]([C:26]#[CH:27])[CH:23]=[CH:24][CH:25]=1, predict the reaction product. (4) Given the reactants [F:1][C:2]([F:35])([F:34])[CH2:3][NH:4][C:5]([NH:7][C:8]1[CH:9]=[C:10]([C:14]2[N:18]3[N:19]=[CH:20][C:21]([C:23]4[CH:28]=[CH:27][C:26]([CH:29]([CH3:33])[C:30]([OH:32])=O)=[CH:25][CH:24]=4)=[CH:22][C:17]3=[N:16][CH:15]=2)[CH:11]=[CH:12][CH:13]=1)=[O:6].[OH:36][C@H:37]1[CH2:41][CH2:40][NH:39][CH2:38]1, predict the reaction product. The product is: [OH:36][C@H:37]1[CH2:41][CH2:40][N:39]([C:30](=[O:32])[CH:29]([C:26]2[CH:27]=[CH:28][C:23]([C:21]3[CH:20]=[N:19][N:18]4[C:14]([C:10]5[CH:9]=[C:8]([NH:7][C:5]([NH:4][CH2:3][C:2]([F:35])([F:34])[F:1])=[O:6])[CH:13]=[CH:12][CH:11]=5)=[CH:15][N:16]=[C:17]4[CH:22]=3)=[CH:24][CH:25]=2)[CH3:33])[CH2:38]1. (5) Given the reactants [Br:1][C:2]1[CH:3]=[CH:4][C:5]([OH:16])=[C:6]([C:8]([C:10]2[CH:15]=[CH:14][CH:13]=[CH:12][CH:11]=2)=O)[CH:7]=1.[CH3:17][NH2:18].C1COCC1.C1(C)C=CC(S(O)(=O)=O)=CC=1.C(O)(=O)C.C(O[BH-](OC(=O)C)OC(=O)C)(=O)C.[Na+], predict the reaction product. The product is: [Br:1][C:2]1[CH:3]=[CH:4][C:5]([OH:16])=[C:6]([CH:8]([NH:18][CH3:17])[C:10]2[CH:15]=[CH:14][CH:13]=[CH:12][CH:11]=2)[CH:7]=1. (6) Given the reactants [C:1]([C:4]1[C:5]([CH:15]2[CH2:18][CH2:17][CH2:16]2)=[CH:6][C:7]([CH3:14])=[C:8]([CH:13]=1)[C:9]([O:11][CH3:12])=[O:10])(=[S:3])[NH2:2].I[CH3:20], predict the reaction product. The product is: [CH:15]1([C:5]2[C:4]([C:1](=[NH:2])[S:3][CH3:20])=[CH:13][C:8]([C:9]([O:11][CH3:12])=[O:10])=[C:7]([CH3:14])[CH:6]=2)[CH2:16][CH2:17][CH2:18]1. (7) Given the reactants [CH2:1]([O:3][CH:4](OCC)[C:5]1[S:9][C:8]([C:10]2[NH:15][C:14](=[O:16])[C:13]([CH2:17][CH3:18])=[C:12]([CH3:19])[N:11]=2)=[CH:7][CH:6]=1)[CH3:2].C([SiH](CC)CC)C.C(=O)([O-])O.[Na+].O, predict the reaction product. The product is: [CH2:17]([C:13]1[C:14](=[O:16])[NH:15][C:10]([C:8]2[S:9][C:5]([CH2:4][O:3][CH2:1][CH3:2])=[CH:6][CH:7]=2)=[N:11][C:12]=1[CH3:19])[CH3:18].